This data is from Catalyst prediction with 721,799 reactions and 888 catalyst types from USPTO. The task is: Predict which catalyst facilitates the given reaction. (1) Reactant: [C:1](Cl)(=[O:3])[CH3:2].[Cl-].[Al+3].[Cl-].[Cl-].[C:9]([O:17][C:18]1[C:26]2[CH:25]=[CH:24][S:23][C:22]=2[CH:21]=[CH:20][CH:19]=1)(=[O:16])[C:10]1[CH:15]=[CH:14][CH:13]=[CH:12][CH:11]=1. Product: [C:9]([O:17][C:18]1[C:26]2[CH:25]=[C:24]([C:1](=[O:3])[CH3:2])[S:23][C:22]=2[CH:21]=[CH:20][CH:19]=1)(=[O:16])[C:10]1[CH:11]=[CH:12][CH:13]=[CH:14][CH:15]=1. The catalyst class is: 4. (2) Reactant: Cl[C:2]1[CH:7]=[CH:6][C:5]([C:8]([F:11])([F:10])[F:9])=[CH:4][C:3]=1[C:12]1[CH:17]=[CH:16][N:15]=[N:14][CH:13]=1.C([Si](C(C)C)(C(C)C)[SH:22])(C)C.C(=O)([O-])[O-].[K+].[K+].[C:35]([C:37]1[CH:38]=[C:39]([S:44]([N:47]([CH2:53][C:54]2[CH:59]=[CH:58][C:57]([O:60][CH3:61])=[CH:56][C:55]=2[O:62][CH3:63])[C:48]2[S:52][N:51]=[CH:50][N:49]=2)(=[O:46])=[O:45])[CH:40]=[CH:41][C:42]=1F)#[N:36]. Product: [C:35]([C:37]1[CH:38]=[C:39]([S:44]([N:47]([CH2:53][C:54]2[CH:59]=[CH:58][C:57]([O:60][CH3:61])=[CH:56][C:55]=2[O:62][CH3:63])[C:48]2[S:52][N:51]=[CH:50][N:49]=2)(=[O:46])=[O:45])[CH:40]=[CH:41][C:42]=1[S:22][C:2]1[CH:7]=[CH:6][C:5]([C:8]([F:11])([F:10])[F:9])=[CH:4][C:3]=1[C:12]1[CH:17]=[CH:16][N:15]=[N:14][CH:13]=1)#[N:36]. The catalyst class is: 675. (3) Reactant: Br[C:2]1[CH:3]=[C:4]([C:8]2([CH3:15])[NH:13][C:12](=[O:14])[CH2:11][O:10][CH2:9]2)[CH:5]=[CH:6][CH:7]=1.C(P(C(C)(C)C)C1C=CC=CC=1C1C(C(C)C)=CC(C(C)C)=CC=1C(C)C)(C)(C)C.[C:46](=[NH:59])([C:53]1[CH:58]=[CH:57][CH:56]=[CH:55][CH:54]=1)[C:47]1[CH:52]=[CH:51][CH:50]=[CH:49][CH:48]=1. Product: [C:46](=[N:59][C:2]1[CH:3]=[C:4]([C:8]2([CH3:15])[NH:13][C:12](=[O:14])[CH2:11][O:10][CH2:9]2)[CH:5]=[CH:6][CH:7]=1)([C:53]1[CH:54]=[CH:55][CH:56]=[CH:57][CH:58]=1)[C:47]1[CH:52]=[CH:51][CH:50]=[CH:49][CH:48]=1. The catalyst class is: 11. (4) Reactant: [F:1][C:2]1[CH:7]=[CH:6][CH:5]=[CH:4][C:3]=1[C@H:8]1[CH2:17][CH2:16][CH2:15][C@@H:14]2[N:9]1[C:10](=[O:18])[CH2:11][CH:12]=[CH:13]2.[H][H]. Product: [F:1][C:2]1[CH:7]=[CH:6][CH:5]=[CH:4][C:3]=1[C@H:8]1[CH2:17][CH2:16][CH2:15][C@@H:14]2[N:9]1[C:10](=[O:18])[CH2:11][CH2:12][CH2:13]2. The catalyst class is: 663.